From a dataset of Full USPTO retrosynthesis dataset with 1.9M reactions from patents (1976-2016). Predict the reactants needed to synthesize the given product. (1) Given the product [C:1]([O:5][C:6](=[O:19])[N:7]([C:8]1[CH:13]=[C:12]([CH:14]([F:16])[F:15])[CH:11]=[C:10]([Br:17])[C:9]=1[Cl:18])[CH2:36][C:35]1[CH:38]=[CH:39][C:32]([O:31][CH3:30])=[CH:33][CH:34]=1)([CH3:4])([CH3:2])[CH3:3], predict the reactants needed to synthesize it. The reactants are: [C:1]([O:5][C:6](=[O:19])[NH:7][C:8]1[CH:13]=[C:12]([CH:14]([F:16])[F:15])[CH:11]=[C:10]([Br:17])[C:9]=1[Cl:18])([CH3:4])([CH3:3])[CH3:2].C[Si]([N-][Si](C)(C)C)(C)C.[Na+].[CH3:30][O:31][C:32]1[CH:39]=[CH:38][C:35]([CH2:36]Cl)=[CH:34][CH:33]=1.[Li+].[Cl-]. (2) Given the product [CH3:1][O:2][C:3](=[O:19])[C:4]1[CH:9]=[C:8]([O:10][S:27]([C:30]([F:33])([F:32])[F:31])(=[O:29])=[O:28])[CH:7]=[C:6]([O:11][CH2:12][C:13]2[CH:18]=[CH:17][CH:16]=[CH:15][CH:14]=2)[CH:5]=1, predict the reactants needed to synthesize it. The reactants are: [CH3:1][O:2][C:3](=[O:19])[C:4]1[CH:9]=[C:8]([OH:10])[CH:7]=[C:6]([O:11][CH2:12][C:13]2[CH:18]=[CH:17][CH:16]=[CH:15][CH:14]=2)[CH:5]=1.C(N(CC)CC)C.[S:27](O[S:27]([C:30]([F:33])([F:32])[F:31])(=[O:29])=[O:28])([C:30]([F:33])([F:32])[F:31])(=[O:29])=[O:28].